This data is from Catalyst prediction with 721,799 reactions and 888 catalyst types from USPTO. The task is: Predict which catalyst facilitates the given reaction. (1) Reactant: Br[C:2]1[S:6][C:5]([C:7]2[N:11]([CH2:12][C:13]([O:15][CH2:16][CH3:17])=[O:14])[N:10]=[C:9]([C:18]([F:21])([F:20])[F:19])[CH:8]=2)=[CH:4][CH:3]=1.[CH3:22][S:23]([C:26]1[CH:27]=[C:28](B(O)O)[CH:29]=[CH:30][CH:31]=1)(=[O:25])=[O:24].C(=O)([O-])[O-].[Na+].[Na+]. Product: [CH3:22][S:23]([C:26]1[CH:31]=[C:30]([C:2]2[S:6][C:5]([C:7]3[N:11]([CH2:12][C:13]([O:15][CH2:16][CH3:17])=[O:14])[N:10]=[C:9]([C:18]([F:21])([F:20])[F:19])[CH:8]=3)=[CH:4][CH:3]=2)[CH:29]=[CH:28][CH:27]=1)(=[O:25])=[O:24]. The catalyst class is: 128. (2) Reactant: [NH2:1][CH2:2][C:3]([F:10])([F:9])[C:4]([O:6][CH2:7][CH3:8])=[O:5].[C:11]1(=O)[CH2:15][CH2:14][CH2:13][CH2:12]1.C([O-])(=O)C.[Na+].[BH-](OC(C)=O)(OC(C)=O)OC(C)=O.[Na+].C(=O)(O)[O-].[Na+]. Product: [CH:11]1([NH:1][CH2:2][C:3]([F:10])([F:9])[C:4]([O:6][CH2:7][CH3:8])=[O:5])[CH2:15][CH2:14][CH2:13][CH2:12]1. The catalyst class is: 56.